This data is from Peptide-MHC class I binding affinity with 185,985 pairs from IEDB/IMGT. The task is: Regression. Given a peptide amino acid sequence and an MHC pseudo amino acid sequence, predict their binding affinity value. This is MHC class I binding data. The peptide sequence is IPLTADIDM. The MHC is H-2-Db with pseudo-sequence H-2-Db. The binding affinity (normalized) is 0.